Dataset: Reaction yield outcomes from USPTO patents with 853,638 reactions. Task: Predict the reaction yield, written as a fraction of the theoretical maximum amount of product (1.0 means a 100% yield; for example, 0.34 means a 34% yield). The yield is 1.64. The reactants are [NH:1]1[C:5]2[CH:6]=[CH:7][CH:8]=[CH:9][C:4]=2[N:3]=[C:2]1[C:10]([N:12]1[CH2:15][CH:14]([O:16][C:17]2[C:22](Cl)=[N:21][CH:20]=[CH:19][N:18]=2)[CH2:13]1)=[O:11].[C:24]([Si:28]([CH3:46])([CH3:45])[O:29][CH:30]1[CH2:35][CH2:34][C:33](B2OC(C)(C)C(C)(C)O2)=[CH:32][CH2:31]1)([CH3:27])([CH3:26])[CH3:25].C(=O)([O-])[O-].[Na+].[Na+].O1CCOCC1.O. The product is [NH:1]1[C:5]2[CH:6]=[CH:7][CH:8]=[CH:9][C:4]=2[N:3]=[C:2]1[C:10]([N:12]1[CH2:15][CH:14]([O:16][C:17]2[C:22]([C:33]3[CH2:34][CH2:35][CH:30]([O:29][Si:28]([C:24]([CH3:27])([CH3:26])[CH3:25])([CH3:45])[CH3:46])[CH2:31][CH:32]=3)=[N:21][CH:20]=[CH:19][N:18]=2)[CH2:13]1)=[O:11]. The catalyst is C1C=CC([P]([Pd]([P](C2C=CC=CC=2)(C2C=CC=CC=2)C2C=CC=CC=2)([P](C2C=CC=CC=2)(C2C=CC=CC=2)C2C=CC=CC=2)[P](C2C=CC=CC=2)(C2C=CC=CC=2)C2C=CC=CC=2)(C2C=CC=CC=2)C2C=CC=CC=2)=CC=1.O.